From a dataset of Experimentally validated miRNA-target interactions with 360,000+ pairs, plus equal number of negative samples. Binary Classification. Given a miRNA mature sequence and a target amino acid sequence, predict their likelihood of interaction. The miRNA is mmu-miR-124-3p with sequence UAAGGCACGCGGUGAAUGCC. The protein sequence of the target gene is MNEPAKHRLGCTRTPEPDIRLRKGHQLDDTRGSNNDNYQGDLEPSLETPVCSSYYENSPEEPECHDDNSQEDEGFMGMSPLLQAHHAMERMEEFVCKVWEGRWRVIPHDVLPDWLKDNDFLLHGHRPPMPSFRACFKSIFRIHTETGNIWTHLLGCVFFLCLGIFYMFRPNISFVAPLQEKVVFGLFFLGAILCLSFSWLFHTVYCHSEGVSRLFSKLDYSGIALLIMGSFVPWLYYSFYCNPQPCFIYLIVICVLGIAAIIVSQWDMFATPQYRGVRAGVFVGLGLSGIIPTLHYVISE.... Result: 1 (interaction).